This data is from Reaction yield outcomes from USPTO patents with 853,638 reactions. The task is: Predict the reaction yield, written as a fraction of the theoretical maximum amount of product (1.0 means a 100% yield; for example, 0.34 means a 34% yield). The catalyst is C(Cl)Cl. The reactants are C([O:5][C:6](=[O:25])[CH2:7][O:8][C:9]1[CH:24]=[CH:23][C:12]2[C:13]([C:16]3[CH:21]=[CH:20][C:19]([Br:22])=[CH:18][CH:17]=3)=[N:14][S:15][C:11]=2[CH:10]=1)(C)(C)C.C(O)(C(F)(F)F)=O. The product is [Br:22][C:19]1[CH:18]=[CH:17][C:16]([C:13]2[C:12]3[CH:23]=[CH:24][C:9]([O:8][CH2:7][C:6]([OH:25])=[O:5])=[CH:10][C:11]=3[S:15][N:14]=2)=[CH:21][CH:20]=1. The yield is 0.890.